This data is from CYP1A2 inhibition data for predicting drug metabolism from PubChem BioAssay. The task is: Regression/Classification. Given a drug SMILES string, predict its absorption, distribution, metabolism, or excretion properties. Task type varies by dataset: regression for continuous measurements (e.g., permeability, clearance, half-life) or binary classification for categorical outcomes (e.g., BBB penetration, CYP inhibition). Dataset: cyp1a2_veith. (1) The molecule is COc1cc(/C=N/NC(=O)c2ccncc2)ccc1OC(=O)c1ccc([N+](=O)[O-])cc1. The result is 0 (non-inhibitor). (2) The compound is CCOc1cc(/C=C2/NC(=O)N(CC(=O)Nc3cccc(C)c3)C2=O)ccc1OC. The result is 0 (non-inhibitor). (3) The molecule is CS/C(N)=N/N=C/c1ccc([N+](=O)[O-])cc1.I. The result is 1 (inhibitor). (4) The compound is CCOC(=O)C1CCN(C(=O)c2cccnc2Cl)CC1. The result is 0 (non-inhibitor). (5) The compound is CCOC(=O)C1=C(O)C(=O)N(Cc2ccccc2)C1. The result is 1 (inhibitor). (6) The molecule is CCc1cccc2c(C=C(C#N)C#N)cn(CC(=O)N3CCCCC3)c12. The result is 0 (non-inhibitor). (7) The compound is CCOc1cc(/C=N/O)cc(Cl)c1OC. The result is 1 (inhibitor). (8) The molecule is O=C(O)CSCNC(=O)CC12CC3CC(CC(C3)C1)C2. The result is 0 (non-inhibitor). (9) The drug is COc1ccc(-c2nc3cnc(N(C)C)nc3n(CCC#N)c2=O)cc1. The result is 0 (non-inhibitor). (10) The result is 0 (non-inhibitor). The compound is CCN1CCN(C(=O)CCc2nc3ccccc3c(=O)[nH]2)CC1.